This data is from Reaction yield outcomes from USPTO patents with 853,638 reactions. The task is: Predict the reaction yield, written as a fraction of the theoretical maximum amount of product (1.0 means a 100% yield; for example, 0.34 means a 34% yield). (1) The catalyst is CO. The product is [C:7]([O-:9])(=[O:8])[CH3:6].[SH:1][CH2:2][CH:3]1[CH2:5][CH2:4]1.[Na+:12]. The yield is 0.850. The reactants are [SH:1][CH2:2][C:3]1([CH2:6][C:7]([O:9]C)=[O:8])[CH2:5][CH2:4]1.[OH-].[Na+:12]. (2) The catalyst is [Pd]. The product is [CH3:1][CH:2]([CH3:31])[CH2:3][CH2:4][NH:5][C:6]([C:8]1[N:9]=[N:10][C:11]([N:14]2[CH2:15][CH2:16][N:17]([C:20](=[O:30])[C:21]3[CH:26]=[CH:25][CH:24]=[CH:23][C:22]=3[NH2:27])[CH2:18][CH2:19]2)=[CH:12][CH:13]=1)=[O:7]. The yield is 0.830. The reactants are [CH3:1][CH:2]([CH3:31])[CH2:3][CH2:4][NH:5][C:6]([C:8]1[N:9]=[N:10][C:11]([N:14]2[CH2:19][CH2:18][N:17]([C:20](=[O:30])[C:21]3[CH:26]=[CH:25][CH:24]=[CH:23][C:22]=3[N+:27]([O-])=O)[CH2:16][CH2:15]2)=[CH:12][CH:13]=1)=[O:7]. (3) The reactants are [CH2:1]([C:5]1[N:10]=[C:9]([CH2:11][CH3:12])[N:8]([CH2:13][CH:14]([OH:19])[C:15]([CH3:18])([CH3:17])[CH3:16])[C:7](=[O:20])[C:6]=1[CH2:21][C:22]1[CH:27]=[CH:26][C:25]([C:28]2[CH:33]=[CH:32][CH:31]=[CH:30][C:29]=2[C:34]2[NH:38][C:37](=[O:39])[O:36][N:35]=2)=[CH:24][CH:23]=1)[CH2:2][CH2:3][CH3:4].CC(OI1(OC(C)=O)(OC(C)=O)OC(=O)C2C1=CC=CC=2)=O.C(=O)([O-])O.[Na+].S([O-])([O-])(=O)=S.[Na+].[Na+]. The catalyst is ClCCl. The product is [CH2:1]([C:5]1[N:10]=[C:9]([CH2:11][CH3:12])[N:8]([CH2:13][C:14](=[O:19])[C:15]([CH3:16])([CH3:18])[CH3:17])[C:7](=[O:20])[C:6]=1[CH2:21][C:22]1[CH:27]=[CH:26][C:25]([C:28]2[CH:33]=[CH:32][CH:31]=[CH:30][C:29]=2[C:34]2[NH:38][C:37](=[O:39])[O:36][N:35]=2)=[CH:24][CH:23]=1)[CH2:2][CH2:3][CH3:4]. The yield is 1.00. (4) The reactants are [CH:1]([C:3]1[S:7][C:6]2[CH:8]=[C:9]([O:12][CH3:13])[CH:10]=[CH:11][C:5]=2[C:4]=1[O:14][C:15]1[CH:20]=[CH:19][C:18](/[CH:21]=[CH:22]/[C:23]([O:25][CH3:26])=[O:24])=[CH:17][CH:16]=1)=[O:2].[N+:27]([CH:29](S(C1C=CC(C)=CC=1)(=O)=O)[CH:30]([CH3:32])[CH3:31])#[C-:28].C[O-].[Na+]. The catalyst is CO. The product is [CH:30]([C:29]1[N:27]=[CH:28][O:2][C:1]=1[C:3]1[S:7][C:6]2[CH:8]=[C:9]([O:12][CH3:13])[CH:10]=[CH:11][C:5]=2[C:4]=1[O:14][C:15]1[CH:20]=[CH:19][C:18](/[CH:21]=[CH:22]/[C:23]([O:25][CH3:26])=[O:24])=[CH:17][CH:16]=1)([CH3:32])[CH3:31]. The yield is 0.270.